Predict the reaction yield, written as a fraction of the theoretical maximum amount of product (1.0 means a 100% yield; for example, 0.34 means a 34% yield). From a dataset of Reaction yield outcomes from USPTO patents with 853,638 reactions. The reactants are [CH3:1][C@@H:2]1[CH2:7][NH:6][CH2:5][CH2:4][NH:3]1.C(=O)([O-])[O-].[Cs+].[Cs+].C1(P(C2C=CC=CC=2)C2C=CC3C(=CC=CC=3)C=2C2C3C(=CC=CC=3)C=CC=2P(C2C=CC=CC=2)C2C=CC=CC=2)C=CC=CC=1.FC(F)(F)S(O[C:66]1[CH:75]=[CH:74][CH:73]=[C:72]2[C:67]=1[CH:68]=[CH:69][C:70]([CH3:76])=[N:71]2)(=O)=O. The catalyst is C1(C)C=CC=CC=1.C([O-])(=O)C.[Pd+2].C([O-])(=O)C. The product is [CH3:76][C:70]1[CH:69]=[CH:68][C:67]2[C:72](=[CH:73][CH:74]=[CH:75][C:66]=2[N:6]2[CH2:5][CH2:4][NH:3][C@H:2]([CH3:1])[CH2:7]2)[N:71]=1. The yield is 0.580.